This data is from Forward reaction prediction with 1.9M reactions from USPTO patents (1976-2016). The task is: Predict the product of the given reaction. (1) Given the reactants [Cl:1][C:2]1[CH:7]=[CH:6][C:5]([N:8]2[C:13](=[O:14])[C:12]3[C:15]([C:24](O)=[O:25])=[N:16][N:17]([C:18]4[CH:23]=[CH:22][CH:21]=[CH:20][CH:19]=4)[C:11]=3[N:10]=[C:9]2[C:27]2[CH:32]=[CH:31][C:30]([CH:33]([CH3:35])[CH3:34])=[CH:29][CH:28]=2)=[CH:4][CH:3]=1.O=S(Cl)Cl.O[NH:41][C:42](=[NH:44])[CH3:43].CCN(CC)CC, predict the reaction product. The product is: [Cl:1][C:2]1[CH:3]=[CH:4][C:5]([N:8]2[C:13](=[O:14])[C:12]3[C:15]([C:24]4[O:25][N:44]=[C:42]([CH3:43])[N:41]=4)=[N:16][N:17]([C:18]4[CH:23]=[CH:22][CH:21]=[CH:20][CH:19]=4)[C:11]=3[N:10]=[C:9]2[C:27]2[CH:32]=[CH:31][C:30]([CH:33]([CH3:34])[CH3:35])=[CH:29][CH:28]=2)=[CH:6][CH:7]=1. (2) Given the reactants [F:1][C:2]1[CH:7]=[C:6](I)[CH:5]=[CH:4][C:3]=1[N:9]1[CH:14]=[C:13]([O:15][CH3:16])[C:12](=[O:17])[C:11]([C:18]2[N:22]([C:23]3[CH:28]=[CH:27][CH:26]=[CH:25][CH:24]=3)[N:21]=[CH:20][CH:19]=2)=[N:10]1.[NH:29]1[CH2:32][CH2:31][C:30]1=[O:33].[O-]P([O-])([O-])=O.[K+].[K+].[K+].N[C@@H]1CCCC[C@H]1N, predict the reaction product. The product is: [F:1][C:2]1[CH:7]=[C:6]([N:29]2[CH2:32][CH2:31][C:30]2=[O:33])[CH:5]=[CH:4][C:3]=1[N:9]1[CH:14]=[C:13]([O:15][CH3:16])[C:12](=[O:17])[C:11]([C:18]2[N:22]([C:23]3[CH:28]=[CH:27][CH:26]=[CH:25][CH:24]=3)[N:21]=[CH:20][CH:19]=2)=[N:10]1. (3) Given the reactants [NH2:1][CH2:2][CH:3]1[CH2:8][CH2:7][C:6]2[C:9]3[C:14]([NH:15][C:16]4[CH:17]=[C:18]5[C:22](=[CH:23][CH:24]=4)[NH:21][N:20]=[CH:19]5)=[N:13][CH:12]=[N:11][C:10]=3[S:25][C:5]=2[CH2:4]1.O1CCCC1.[C:31](Cl)(=[O:36])[O:32][CH:33]([CH3:35])[CH3:34].C(N(CC)CC)C, predict the reaction product. The product is: [NH:21]1[C:22]2[C:18](=[CH:17][C:16]([NH:15][C:14]3[C:9]4[C:6]5[CH2:7][CH2:8][CH:3]([CH2:2][NH:1][C:31](=[O:36])[O:32][CH:33]([CH3:35])[CH3:34])[CH2:4][C:5]=5[S:25][C:10]=4[N:11]=[CH:12][N:13]=3)=[CH:24][CH:23]=2)[CH:19]=[N:20]1. (4) Given the reactants [NH:1]1[C:7]2[CH:8]=[CH:9][CH:10]=[CH:11][C:6]=2[CH2:5][NH:4][C:3](=[O:12])[CH2:2]1.[H-].[Na+].Br[CH2:16][C:17]([O:19][CH2:20][CH3:21])=[O:18].O, predict the reaction product. The product is: [O:12]=[C:3]1[CH2:2][NH:1][C:7]2[CH:8]=[CH:9][CH:10]=[CH:11][C:6]=2[CH2:5][N:4]1[CH2:16][C:17]([O:19][CH2:20][CH3:21])=[O:18]. (5) Given the reactants C[Si](C)(C)Cl.Br[CH2:7][C:8]([O:10][CH3:11])=[O:9].[CH2:12]1[O:20][CH:13]1[C:14]1[CH:19]=[CH:18][CH:17]=[CH:16][CH:15]=1.Cl, predict the reaction product. The product is: [OH:20][CH:13]([C:14]1[CH:19]=[CH:18][CH:17]=[CH:16][CH:15]=1)[CH2:12][CH2:7][C:8]([O:10][CH3:11])=[O:9].